Dataset: Full USPTO retrosynthesis dataset with 1.9M reactions from patents (1976-2016). Task: Predict the reactants needed to synthesize the given product. (1) Given the product [N:10]1([S:19]([C:22]2[CH:32]=[CH:31][C:25]3[CH2:5][CH2:4][N:3]([CH3:1])[CH2:6][CH2:7][C:24]=3[CH:23]=2)(=[O:20])=[O:21])[C:18]2[C:13](=[CH:14][CH:15]=[CH:16][CH:17]=2)[CH:12]=[CH:11]1, predict the reactants needed to synthesize it. The reactants are: [CH2:1]([N:3]([CH2:6][CH3:7])[CH2:4][CH3:5])C.[H-].[Na+].[N:10]1([S:19]([C:22]2[CH:32]=[CH:31][C:25]3CCNCC[C:24]=3[CH:23]=2)(=[O:21])=[O:20])[C:18]2[C:13](=[CH:14][CH:15]=[CH:16][CH:17]=2)[CH:12]=[CH:11]1.IC.[NH4+].[Cl-].[OH-].[Na+]. (2) Given the product [CH3:39][O:38][C:31]1[CH:32]=[C:33]([O:36][CH3:37])[CH:34]=[CH:35][C:30]=1[CH2:29][N:28]1[C:19]2[C:15]3=[CH:16][C:17]4[CH:18]=[C:10]([CH2:9][OH:8])[N:11]([CH3:46])[C:12]=4[CH:13]=[C:14]3[CH2:24][CH2:23][CH2:22][CH2:21][C:20]=2[C:25]([OH:45])=[C:26]([C:41]([O:43][CH3:44])=[O:42])[C:27]1=[O:40], predict the reactants needed to synthesize it. The reactants are: [Si]([O:8][CH2:9][C:10]1[N:11]([CH3:46])[C:12]2[CH:13]=[C:14]3[CH2:24][CH2:23][CH2:22][CH2:21][C:20]4[C:25]([OH:45])=[C:26]([C:41]([O:43][CH3:44])=[O:42])[C:27](=[O:40])[N:28]([CH2:29][C:30]5[CH:35]=[CH:34][C:33]([O:36][CH3:37])=[CH:32][C:31]=5[O:38][CH3:39])[C:19]=4[C:15]3=[CH:16][C:17]=2[CH:18]=1)(C(C)(C)C)(C)C.CCCC[N+](CCCC)(CCCC)CCCC.[F-]. (3) Given the product [CH3:41][O:40][C:36]1[CH:35]=[C:34]([CH:39]=[CH:38][CH:37]=1)[CH2:33][CH2:32][N:1]1[CH2:2][C:3]2[C:4](=[CH:5][CH:6]=[CH:7][C:8]=2[CH2:10][CH2:11][C:12]2[CH:13]=[CH:14][C:15]([C:16]([O:18][CH3:19])=[O:17])=[CH:20][CH:21]=2)[CH2:9]1, predict the reactants needed to synthesize it. The reactants are: [NH:1]1[C:9]2[C:4](=[CH:5][CH:6]=[CH:7][C:8]=2[CH2:10][CH2:11][C:12]2[CH:21]=[CH:20][C:15]([C:16]([O:18][CH3:19])=[O:17])=[CH:14][CH:13]=2)[CH2:3][CH2:2]1.BrC1C=CC=C2C=1CN([CH2:32][CH2:33][C:34]1[CH:39]=[CH:38][CH:37]=[C:36]([O:40][CH3:41])[CH:35]=1)C2.C(C1C=CC(C(OC)=O)=CC=1)=C. (4) Given the product [C:15]([C:12]([CH3:14])([CH3:13])[C:10]1[CH:11]=[C:7]([NH:6][C:5]([NH:58][C@@H:51]2[C:52]3[C:57](=[CH:56][CH:55]=[CH:54][CH:53]=3)[C@H:48]([O:47][C:44]3[CH:45]=[CH:46][C:41]4[N:42]([C:38]([N:32]5[C@H:31]([CH3:30])[CH2:36][CH2:35][CH2:34][C@@H:33]5[CH3:37])=[N:39][N:40]=4)[CH:43]=3)[CH2:49][CH2:50]2)=[O:27])[N:8]([C:17]2[CH:22]=[CH:21][CH:20]=[C:19]([O:23][CH2:24][CH2:25][OH:26])[CH:18]=2)[N:9]=1)#[N:16], predict the reactants needed to synthesize it. The reactants are: ClC(Cl)(Cl)CO[C:5](=[O:27])[NH:6][C:7]1[N:8]([C:17]2[CH:22]=[CH:21][CH:20]=[C:19]([O:23][CH2:24][CH2:25][OH:26])[CH:18]=2)[N:9]=[C:10]([C:12]([C:15]#[N:16])([CH3:14])[CH3:13])[CH:11]=1.[CH3:30][C@H:31]1[CH2:36][CH2:35][CH2:34][C@@H:33]([CH3:37])[N:32]1[C:38]1[N:42]2[CH:43]=[C:44]([O:47][C@H:48]3[C:57]4[C:52](=[CH:53][CH:54]=[CH:55][CH:56]=4)[C@@H:51]([NH2:58])[CH2:50][CH2:49]3)[CH:45]=[CH:46][C:41]2=[N:40][N:39]=1.C[C@H]1CCC[C@@H](C)N1C1N2C=C(O[C@H]3C4C(=CC=CC=4)[C@@H](NC(=O)NC4N(C5C=NN(CCOS(C)(=O)=O)C=5)N=C(C(C)C)C=4)CC3)C=CC2=NN=1. (5) Given the product [OH:9][C:8]1[C:7]2[C:6](=[CH:5][C:4]([N+:1]([O-:3])=[O:2])=[CH:14][CH:13]=2)[C:11]([OH:10])=[N:16][N:15]=1, predict the reactants needed to synthesize it. The reactants are: [N+:1]([C:4]1[CH:5]=[C:6]2[C:11](=O)[O:10][C:8](=[O:9])[C:7]2=[CH:13][CH:14]=1)([O-:3])=[O:2].[NH2:15][NH2:16].Cl. (6) Given the product [Cl:1][C:2]1[CH:3]=[C:4]2[C:9](=[CH:10][C:11]=1[S:12]([CH2:13][CH:14]([CH3:16])[CH3:15])=[O:24])[O:8][CH:7]([C:17]([F:20])([F:19])[F:18])[C:6]([C:21]([O:23][CH2:30][CH3:31])=[O:22])=[CH:5]2, predict the reactants needed to synthesize it. The reactants are: [Cl:1][C:2]1[CH:3]=[C:4]2[C:9](=[CH:10][C:11]=1[S:12][CH2:13][CH:14]([CH3:16])[CH3:15])[O:8][CH:7]([C:17]([F:20])([F:19])[F:18])[C:6]([C:21]([OH:23])=[O:22])=[CH:5]2.[OH:24]OS([O-])=O.[K+].[CH3:30][C:31](C)=O. (7) Given the product [CH2:16]1[O:14][C:13]2[C:4]([O:3][CH3:18])=[CH:5][C:6]([C:7]([O:9][CH3:10])=[O:8])=[CH:11][C:12]=2[O:15]1, predict the reactants needed to synthesize it. The reactants are: [F-].[Cs+].[OH:3][C:4]1[CH:5]=[C:6]([CH:11]=[C:12]([O:15][CH3:16])[C:13]=1[OH:14])[C:7]([O:9][CH3:10])=[O:8].Br[CH2:18]Br.CCOCC.